From a dataset of Catalyst prediction with 721,799 reactions and 888 catalyst types from USPTO. Predict which catalyst facilitates the given reaction. (1) Reactant: C[O:2][C:3]([C:5]1[CH:10]=[CH:9][C:8]([C:11]2[C:12]([CH3:58])([CH3:57])[C@H:13]3[C@:26]([CH3:29])([CH2:27][CH:28]=2)[C@@H:25]2[C@:16]([CH3:56])([C@@:17]4([CH3:55])[C@H:22]([CH2:23][CH2:24]2)[C@H:21]2[C@H:30]([C:33]([CH2:35][O:36][CH2:37][CH2:38][N:39]5[CH2:44][CH2:43][O:42][CH2:41][CH2:40]5)=[CH2:34])[CH2:31][CH2:32][C@:20]2([C:45]([NH:47][CH2:48][CH2:49][NH:50][CH2:51][C:52]([OH:54])=[O:53])=[O:46])[CH2:19][CH2:18]4)[CH2:15][CH2:14]3)=[CH:7][CH:6]=1)=[O:4].[OH-].[Na+]. Product: [C:52]([CH2:51][NH:50][CH2:49][CH2:48][NH:47][C:45]([C@:20]12[CH2:32][CH2:31][C@@H:30]([C:33]([CH2:35][O:36][CH2:37][CH2:38][N:39]3[CH2:44][CH2:43][O:42][CH2:41][CH2:40]3)=[CH2:34])[C@@H:21]1[C@@H:22]1[C@@:17]([CH3:55])([CH2:18][CH2:19]2)[C@@:16]2([CH3:56])[C@@H:25]([C@:26]3([CH3:29])[C@@H:13]([CH2:14][CH2:15]2)[C:12]([CH3:58])([CH3:57])[C:11]([C:8]2[CH:7]=[CH:6][C:5]([C:3]([OH:4])=[O:2])=[CH:10][CH:9]=2)=[CH:28][CH2:27]3)[CH2:24][CH2:23]1)=[O:46])([OH:54])=[O:53]. The catalyst class is: 12. (2) Reactant: [NH2:1][C:2]1[N:7]=[CH:6][C:5]([C:8]2[CH:20]=[CH:19][C:11]3[N:12]=[C:13]([NH:15][C:16](=[O:18])[CH3:17])[S:14][C:10]=3[CH:9]=2)=[CH:4][C:3]=1[C:21]([F:24])([F:23])[F:22].[C:25](OC(=O)C)(=[O:27])[CH3:26].C(N(C(C)C)CC)(C)C. Product: [C:25]([NH:1][C:2]1[N:7]=[CH:6][C:5]([C:8]2[CH:20]=[CH:19][C:11]3[N:12]=[C:13]([NH:15][C:16](=[O:18])[CH3:17])[S:14][C:10]=3[CH:9]=2)=[CH:4][C:3]=1[C:21]([F:23])([F:22])[F:24])(=[O:27])[CH3:26]. The catalyst class is: 44. (3) Reactant: [O:1]=[C:2]1[C:7]([CH2:8][C:9]2[CH:14]=[CH:13][C:12]([C:15]3[C:16]([C:21]#[N:22])=[CH:17][CH:18]=[CH:19][CH:20]=3)=[CH:11][CH:10]=2)=[C:6]([CH2:23][CH2:24][CH3:25])[N:5]2[N:26]=[CH:27][N:28]=[C:4]2[N:3]1[CH:29]1[CH2:37][CH2:36][C:35]2[NH:34][N:33]=[CH:32][C:31]=2[CH2:30]1.[H-].[Na+].CN(C)C(=O)C.[CH3:46][C:47]1([CH3:50])[CH2:49][O:48]1. Product: [OH:48][C:47]([CH3:50])([CH3:49])[CH2:46][N:34]1[C:35]2[CH2:36][CH2:37][CH:29]([N:3]3[C:2](=[O:1])[C:7]([CH2:8][C:9]4[CH:10]=[CH:11][C:12]([C:15]5[C:16]([C:21]#[N:22])=[CH:17][CH:18]=[CH:19][CH:20]=5)=[CH:13][CH:14]=4)=[C:6]([CH2:23][CH2:24][CH3:25])[N:5]4[N:26]=[CH:27][N:28]=[C:4]34)[CH2:30][C:31]=2[CH:32]=[N:33]1. The catalyst class is: 69. (4) Reactant: [F:1][CH:2]([F:47])[O:3][C:4]1[CH:46]=[CH:45][C:7]([CH2:8][NH:9][C:10]([C@H:12]2[CH2:17][N:16]([C:18]3[S:19][C:20]4[C:25](Cl)=[N:24][C:23]([C:27]([F:30])([F:29])[F:28])=[N:22][C:21]=4[N:31]=3)[CH2:15][CH2:14][N:13]2[S:32]([C:35]2[CH:40]=[CH:39][C:38]([C:41]([F:44])([F:43])[F:42])=[CH:37][CH:36]=2)(=[O:34])=[O:33])=[O:11])=[CH:6][CH:5]=1.C([O-])=O.[NH4+].CO. Product: [F:47][CH:2]([F:1])[O:3][C:4]1[CH:5]=[CH:6][C:7]([CH2:8][NH:9][C:10]([C@H:12]2[CH2:17][N:16]([C:18]3[S:19][C:20]4[CH:25]=[N:24][C:23]([C:27]([F:30])([F:29])[F:28])=[N:22][C:21]=4[N:31]=3)[CH2:15][CH2:14][N:13]2[S:32]([C:35]2[CH:40]=[CH:39][C:38]([C:41]([F:44])([F:43])[F:42])=[CH:37][CH:36]=2)(=[O:33])=[O:34])=[O:11])=[CH:45][CH:46]=1. The catalyst class is: 178.